Dataset: Catalyst prediction with 721,799 reactions and 888 catalyst types from USPTO. Task: Predict which catalyst facilitates the given reaction. (1) Product: [CH3:15][C:14]1[S:13][C:12]([CH:16]2[CH2:21][CH2:20][O:19][CH2:18][CH2:17]2)=[N:11][C:10]=1[CH2:9][OH:8]. Reactant: [Si]([O:8][CH2:9][C:10]1[N:11]=[C:12]([CH:16]2[CH2:21][CH2:20][O:19][CH2:18][CH2:17]2)[S:13][C:14]=1[CH3:15])(C(C)(C)C)(C)C.CCCC[N+](CCCC)(CCCC)CCCC.[F-]. The catalyst class is: 1. (2) Reactant: Br[C:2]1[CH:3]=[CH:4][C:5]2[N:6]([C:8]([C:11]3[CH:18]=[CH:17][C:14]([C:15]#[N:16])=[CH:13][CH:12]=3)=[CH:9][N:10]=2)[CH:7]=1.[CH3:19][N:20]1[CH2:25][CH2:24][N:23]([C:26]([C:28]2[CH:33]=[CH:32][C:31](B3OC(C)(C)C(C)(C)O3)=[CH:30][CH:29]=2)=[O:27])[CH2:22][CH2:21]1.C([O-])(O)=O.[Na+]. Product: [CH3:19][N:20]1[CH2:25][CH2:24][N:23]([C:26]([C:28]2[CH:33]=[CH:32][C:31]([C:2]3[CH:3]=[CH:4][C:5]4[N:6]([C:8]([C:11]5[CH:18]=[CH:17][C:14]([C:15]#[N:16])=[CH:13][CH:12]=5)=[CH:9][N:10]=4)[CH:7]=3)=[CH:30][CH:29]=2)=[O:27])[CH2:22][CH2:21]1. The catalyst class is: 18. (3) Reactant: [CH2:1]([C:3]1[CH:4]=[CH:5][C:6]([CH:9]=[CH2:10])=[N:7][CH:8]=1)[CH3:2].C1C(=O)N(Br)C(=[O:14])C1.[K].[OH:20][C:21]1[CH:28]=[CH:27][C:24]([CH:25]=[O:26])=[CH:23][CH:22]=1. Product: [CH2:1]([C:3]1[CH:4]=[CH:5][C:6]([CH:9]([OH:14])[CH2:10][O:20][C:21]2[CH:28]=[CH:27][C:24]([CH:25]=[O:26])=[CH:23][CH:22]=2)=[N:7][CH:8]=1)[CH3:2]. The catalyst class is: 107. (4) Reactant: Cl[C:2]1[N:7]=[C:6]([NH:8][CH2:9][CH2:10][C:11]2[CH:16]=[CH:15][CH:14]=[C:13]([O:17][CH3:18])[CH:12]=2)[C:5]([Cl:19])=[CH:4][N:3]=1.[NH2:20][C:21]1[CH:22]=[C:23]([CH2:27][CH2:28][CH2:29][OH:30])[CH:24]=[CH:25][CH:26]=1.O.C1(C)C=CC(S(O)(=O)=O)=CC=1.C([O-])(O)=O.[Na+]. Product: [Cl:19][C:5]1[C:6]([NH:8][CH2:9][CH2:10][C:11]2[CH:16]=[CH:15][CH:14]=[C:13]([O:17][CH3:18])[CH:12]=2)=[N:7][C:2]([NH:20][C:21]2[CH:22]=[C:23]([CH2:27][CH2:28][CH2:29][OH:30])[CH:24]=[CH:25][CH:26]=2)=[N:3][CH:4]=1. The catalyst class is: 12. (5) Reactant: Br[CH2:2][CH2:3][C:4]([F:8])=[C:5]([F:7])[F:6].[C:9]([O-:12])(=[O:11])[CH3:10].[Na+].O. Product: [C:9]([O:12][CH2:2][CH2:3][C:4]([F:8])=[C:5]([F:7])[F:6])(=[O:11])[CH3:10]. The catalyst class is: 15. (6) Reactant: [N:1]1[CH:6]=[CH:5][CH:4]=[CH:3][C:2]=1[NH:7][C:8](=[O:13])[C:9]([CH3:12])([CH3:11])[CH3:10].C([Li])CCC.CN(C1C=CC=CC=1)[S:21][C:22]([F:25])([F:24])[F:23]. Product: [F:23][C:22]([F:25])([F:24])[S:21][C:3]1[C:2]([NH:7][C:8](=[O:13])[C:9]([CH3:10])([CH3:12])[CH3:11])=[N:1][CH:6]=[CH:5][CH:4]=1. The catalyst class is: 627.